From a dataset of Reaction yield outcomes from USPTO patents with 853,638 reactions. Predict the reaction yield, written as a fraction of the theoretical maximum amount of product (1.0 means a 100% yield; for example, 0.34 means a 34% yield). (1) The reactants are [CH:1]1([C:5]2[C:14](I)=[CH:13][C:8]([C:9]([O:11][CH3:12])=[O:10])=[C:7]([CH2:16][CH3:17])[CH:6]=2)[CH2:4][CH2:3][CH2:2]1.[CH3:18][N:19](C)C=O. The catalyst is [C-]#N.[Zn+2].[C-]#N.C1C=CC([P]([Pd]([P](C2C=CC=CC=2)(C2C=CC=CC=2)C2C=CC=CC=2)([P](C2C=CC=CC=2)(C2C=CC=CC=2)C2C=CC=CC=2)[P](C2C=CC=CC=2)(C2C=CC=CC=2)C2C=CC=CC=2)(C2C=CC=CC=2)C2C=CC=CC=2)=CC=1. The product is [C:18]([C:14]1[C:5]([CH:1]2[CH2:4][CH2:3][CH2:2]2)=[CH:6][C:7]([CH2:16][CH3:17])=[C:8]([CH:13]=1)[C:9]([O:11][CH3:12])=[O:10])#[N:19]. The yield is 0.820. (2) The reactants are [F:1][C:2]([F:24])([F:23])[C:3]1[CH:8]=[C:7]([N:9]2[CH2:14][CH2:13][CH:12]([NH:15]C(=O)OC(C)(C)C)[CH2:11][CH2:10]2)[CH:6]=[CH:5][N:4]=1.Cl. The catalyst is ClCCl. The product is [F:24][C:2]([F:1])([F:23])[C:3]1[CH:8]=[C:7]([N:9]2[CH2:10][CH2:11][CH:12]([NH2:15])[CH2:13][CH2:14]2)[CH:6]=[CH:5][N:4]=1. The yield is 0.900. (3) The reactants are [Cl:1][C:2]1[CH:7]=[CH:6][N:5]=[C:4]2[CH:8]=[C:9]([Sn](CCCC)(CCCC)CCCC)[S:10][C:3]=12.Br[C:25]1[N:26]([CH3:30])[CH:27]=[CH:28][N:29]=1.C1(C)C=CC=CC=1. No catalyst specified. The product is [Cl:1][C:2]1[CH:7]=[CH:6][N:5]=[C:4]2[CH:8]=[C:9]([C:25]3[N:26]([CH3:30])[CH:27]=[CH:28][N:29]=3)[S:10][C:3]=12. The yield is 0.940. (4) The reactants are [CH2:1]([O:3][C:4](=[O:17])[C:5](=O)[CH2:6][C:7]([C:9]1[CH:14]=[CH:13][CH:12]=[C:11]([Cl:15])[CH:10]=1)=[O:8])[CH3:2].Cl.[NH2:19]O. The catalyst is CO. The product is [CH2:1]([O:3][C:4]([C:5]1[CH:6]=[C:7]([C:9]2[CH:14]=[CH:13][CH:12]=[C:11]([Cl:15])[CH:10]=2)[O:8][N:19]=1)=[O:17])[CH3:2]. The yield is 0.710. (5) The reactants are FC(F)(F)S(O[C:7]1[CH:12]=[CH:11][C:10]([C@@H:13]2[C@@H:16]([CH2:17][CH2:18][C@@H:19]([C:21]3[CH:26]=[CH:25][C:24]([F:27])=[CH:23][CH:22]=3)[OH:20])[C:15](=[O:28])[N:14]2[C:29]2[CH:34]=[CH:33][C:32]([F:35])=[CH:31][CH:30]=2)=[CH:9][CH:8]=1)(=O)=O.[C:38]([C:41]1[CH:42]=[C:43](B(O)O)[CH:44]=[CH:45][CH:46]=1)([OH:40])=[O:39].C(=O)([O-])[O-].[K+].[K+].S(=O)(=O)(O)[O-].[Na+]. The catalyst is C1(C)C=CC=CC=1.C1C=CC([P]([Pd]([P](C2C=CC=CC=2)(C2C=CC=CC=2)C2C=CC=CC=2)([P](C2C=CC=CC=2)(C2C=CC=CC=2)C2C=CC=CC=2)[P](C2C=CC=CC=2)(C2C=CC=CC=2)C2C=CC=CC=2)(C2C=CC=CC=2)C2C=CC=CC=2)=CC=1.O.ClCCl.C(O)C. The product is [F:35][C:32]1[CH:31]=[CH:30][C:29]([N:14]2[C:15](=[O:28])[C@H:16]([CH2:17][CH2:18][C@@H:19]([C:21]3[CH:26]=[CH:25][C:24]([F:27])=[CH:23][CH:22]=3)[OH:20])[C@H:13]2[C:10]2[CH:11]=[CH:12][C:7]([C:45]3[CH:44]=[CH:43][CH:42]=[C:41]([C:38]([OH:40])=[O:39])[CH:46]=3)=[CH:8][CH:9]=2)=[CH:34][CH:33]=1. The yield is 0.860. (6) The reactants are [Br:1][C:2]1[C:3]([C:34]([O:36]CC)=O)=[C:4]([CH2:16][N:17]([CH2:28][C:29]([O:31][CH2:32][CH3:33])=[O:30])S(C2C=CC(C)=CC=2)(=O)=O)[N:5]([CH2:8][C:9]2[CH:14]=[CH:13][C:12]([F:15])=[CH:11][CH:10]=2)[C:6]=1[Br:7].[Li+].C[Si]([N-][Si](C)(C)C)(C)C. The catalyst is C1COCC1. The product is [Br:7][C:6]1[N:5]([CH2:8][C:9]2[CH:14]=[CH:13][C:12]([F:15])=[CH:11][CH:10]=2)[C:4]2=[CH:16][N:17]=[C:28]([C:29]([O:31][CH2:32][CH3:33])=[O:30])[C:34]([OH:36])=[C:3]2[C:2]=1[Br:1]. The yield is 0.600. (7) The reactants are [H-].[Na+].[C:3]([O:7][C:8]([N:10]1[CH2:15][CH2:14][N:13]([C:16]2[CH:17]=[C:18]3[C:22](=[CH:23][CH:24]=2)[NH:21][N:20]=[CH:19]3)[CH2:12][CH2:11]1)=[O:9])([CH3:6])([CH3:5])[CH3:4].[CH3:25]I. The catalyst is CN(C=O)C. The product is [C:3]([O:7][C:8]([N:10]1[CH2:11][CH2:12][N:13]([C:16]2[CH:17]=[C:18]3[C:22](=[CH:23][CH:24]=2)[N:21]([CH3:25])[N:20]=[CH:19]3)[CH2:14][CH2:15]1)=[O:9])([CH3:6])([CH3:4])[CH3:5]. The yield is 0.220.